This data is from NCI-60 drug combinations with 297,098 pairs across 59 cell lines. The task is: Regression. Given two drug SMILES strings and cell line genomic features, predict the synergy score measuring deviation from expected non-interaction effect. (1) Drug 1: CNC(=O)C1=CC=CC=C1SC2=CC3=C(C=C2)C(=NN3)C=CC4=CC=CC=N4. Drug 2: C1CC(=O)NC(=O)C1N2C(=O)C3=CC=CC=C3C2=O. Cell line: COLO 205. Synergy scores: CSS=7.81, Synergy_ZIP=7.36, Synergy_Bliss=7.58, Synergy_Loewe=5.09, Synergy_HSA=4.24. (2) Drug 1: C1=CC(=CC=C1CCC2=CNC3=C2C(=O)NC(=N3)N)C(=O)NC(CCC(=O)O)C(=O)O. Drug 2: CC=C1C(=O)NC(C(=O)OC2CC(=O)NC(C(=O)NC(CSSCCC=C2)C(=O)N1)C(C)C)C(C)C. Cell line: 786-0. Synergy scores: CSS=37.3, Synergy_ZIP=-0.623, Synergy_Bliss=-0.617, Synergy_Loewe=2.86, Synergy_HSA=4.47.